Dataset: Full USPTO retrosynthesis dataset with 1.9M reactions from patents (1976-2016). Task: Predict the reactants needed to synthesize the given product. The reactants are: [C:1]1([CH:7]2[N:12]3[CH:8]2[CH:9]([OH:10])[O:10][CH:9]3[CH:8]2[CH:7]([C:1]3[CH:6]=[CH:5][CH:4]=[CH:3][CH:2]=3)[NH:12]2)[CH:6]=[CH:5][CH:4]=[CH:3][CH:2]=1.[BH4-].[Na+].O.CCOCC. Given the product [C:1]1([C@@H:7]2[NH:12][C@H:8]2[CH2:9][OH:10])[CH:2]=[CH:3][CH:4]=[CH:5][CH:6]=1, predict the reactants needed to synthesize it.